This data is from Full USPTO retrosynthesis dataset with 1.9M reactions from patents (1976-2016). The task is: Predict the reactants needed to synthesize the given product. (1) Given the product [OH:23][C@H:21]1[CH2:22][N:15]([C:13]([O:12][C:9]([CH3:8])([CH3:10])[CH3:11])=[O:14])[C@@H:16]([C:17]([O:19][CH3:1])=[O:18])[CH2:20]1, predict the reactants needed to synthesize it. The reactants are: [CH3:1][Si](C=[N+]=[N-])(C)C.[CH3:8][C:9]([O:12][C:13]([N:15]1[CH2:22][C@H:21]([OH:23])[CH2:20][C@@H:16]1[C:17]([OH:19])=[O:18])=[O:14])([CH3:11])[CH3:10].C1(C)C=CC=CC=1. (2) Given the product [CH3:1][C:2]1[CH:7]=[C:6]([CH3:8])[CH:5]=[CH:4][C:3]=1[C:9]([CH:10]1[CH2:11][CH2:12][C:13](=[O:14])[N:15]1[CH2:16][CH2:17][NH:18][C:19](=[O:28])[O:20][CH2:21][C:22]1[CH:27]=[CH:26][CH:25]=[CH:24][CH:23]=1)=[O:36], predict the reactants needed to synthesize it. The reactants are: [CH3:1][C:2]1[CH:7]=[C:6]([CH3:8])[CH:5]=[CH:4][C:3]=1[C:9]#[C:10][CH2:11][CH2:12][C:13]([NH:15][CH2:16][CH2:17][NH:18][C:19](=[O:28])[O:20][CH2:21][C:22]1[CH:27]=[CH:26][CH:25]=[CH:24][CH:23]=1)=[O:14].C1C=CC(I(OC(C(F)(F)F)=O)[O:36]C(C(F)(F)F)=O)=CC=1.